Task: Predict the reactants needed to synthesize the given product.. Dataset: Full USPTO retrosynthesis dataset with 1.9M reactions from patents (1976-2016) (1) Given the product [CH3:18][C:17]1[N:12]2[N:11]=[C:10]([C:28]3[CH:33]=[CH:32][N:31]=[CH:30][CH:29]=3)[C:9]([C:5]3[CH:4]=[C:3]([OH:2])[CH:8]=[CH:7][CH:6]=3)=[C:13]2[N:14]=[N:15][C:16]=1[S:19]([C:22]1[CH:27]=[CH:26][CH:25]=[CH:24][CH:23]=1)(=[O:21])=[O:20], predict the reactants needed to synthesize it. The reactants are: C[O:2][C:3]1[CH:4]=[C:5]([C:9]2[C:10]([C:28]3[CH:33]=[CH:32][N:31]=[CH:30][CH:29]=3)=[N:11][N:12]3[C:17]([CH3:18])=[C:16]([S:19]([C:22]4[CH:27]=[CH:26][CH:25]=[CH:24][CH:23]=4)(=[O:21])=[O:20])[N:15]=[N:14][C:13]=23)[CH:6]=[CH:7][CH:8]=1.B(Br)(Br)Br. (2) Given the product [CH3:13][N:7]1[CH:6]=[CH:5][C:4]2[C:9](=[CH:10][CH:11]=[C:2]([N:17]3[CH:16]=[C:15]([CH3:14])[CH:19]=[N:18]3)[CH:3]=2)[C:8]1=[O:12], predict the reactants needed to synthesize it. The reactants are: Br[C:2]1[CH:3]=[C:4]2[C:9](=[CH:10][CH:11]=1)[C:8](=[O:12])[N:7]([CH3:13])[CH:6]=[CH:5]2.[CH3:14][C:15]1[CH:16]=[N:17][NH:18][CH:19]=1.C([O-])([O-])=O.[K+].[K+].C(OCC)(=O)C. (3) Given the product [CH3:10][C:11]1[S:15][C:14]2[C:13](=[C:24]([N:25]3[CH2:26][CH2:27][N:28]([CH3:31])[CH2:29][CH2:30]3)[NH:23][C:22]3[C:17]([N:16]=2)=[CH:18][CH:19]=[CH:20][CH:21]=3)[CH:12]=1.[CH:5]1[CH:6]=[CH:7][C:2]([C:1]([OH:9])=[O:8])=[CH:3][CH:4]=1, predict the reactants needed to synthesize it. The reactants are: [C:1]([OH:9])(=[O:8])[C:2]1[CH:7]=[CH:6][CH:5]=[CH:4][CH:3]=1.[CH3:10][C:11]1[S:15][C:14]2[NH:16][C:17]3[CH:18]=[CH:19][CH:20]=[CH:21][C:22]=3[N:23]=[C:24]([N:25]3[CH2:30][CH2:29][N:28]([CH3:31])[CH2:27][CH2:26]3)[C:13]=2[CH:12]=1.